This data is from Full USPTO retrosynthesis dataset with 1.9M reactions from patents (1976-2016). The task is: Predict the reactants needed to synthesize the given product. (1) Given the product [CH3:1][O:2][C:3]1[CH:4]=[CH:5][C:6]([C@H:9]2[CH2:11][C@@H:10]2[CH2:12][O:13][C:14]2[C:19]([C:20]3[CH:24]=[N:23][N:22]([C@@H:27]([CH3:30])[CH2:28][OH:29])[CH:21]=3)=[CH:18][N:17]=[C:16]([CH3:25])[N:15]=2)=[N:7][CH:8]=1, predict the reactants needed to synthesize it. The reactants are: [CH3:1][O:2][C:3]1[CH:4]=[CH:5][C:6]([C@H:9]2[CH2:11][C@@H:10]2[CH2:12][O:13][C:14]2[C:19]([C:20]3[CH:21]=[N:22][NH:23][CH:24]=3)=[CH:18][N:17]=[C:16]([CH3:25])[N:15]=2)=[N:7][CH:8]=1.Cl[C@@H:27]([CH3:30])[CH2:28][OH:29].C(=O)([O-])[O-].[K+].[K+]. (2) Given the product [CH3:1][C:2]1[N+:7]([O-:20])=[C:6]2[O:8][CH2:9][CH2:10][O:11][C:5]2=[CH:4][CH:3]=1, predict the reactants needed to synthesize it. The reactants are: [CH3:1][C:2]1[N:7]=[C:6]2[O:8][CH2:9][CH2:10][O:11][C:5]2=[CH:4][CH:3]=1.C1C=C(Cl)C=C(C(OO)=[O:20])C=1. (3) Given the product [ClH:1].[C:48]([O:47][C:45](=[O:46])[CH2:44][NH2:10])([CH3:51])([CH3:50])[CH3:49].[Cl:1][C:2]1[CH:3]=[CH:4][C:5]([O:38][CH3:39])=[C:6]([CH:37]=1)[CH2:7][CH:8]1[C:14](=[O:15])[N:13]([C:16]([NH:18][C@H:19]([CH2:34][CH3:35])[C:20]([NH:22][C:23]2[CH:24]=[C:25]([CH:29]=[CH:30][C:31]=2[OH:32])[C:26]([OH:28])=[O:27])=[O:21])=[O:17])[CH2:12][C:11](=[O:36])[NH:10][CH2:9]1, predict the reactants needed to synthesize it. The reactants are: [Cl:1][C:2]1[CH:3]=[CH:4][C:5]([O:38][CH3:39])=[C:6]([CH:37]=1)[CH2:7][CH:8]1[C:14](=[O:15])[N:13]([C:16]([NH:18][C@H:19]([CH2:34][CH3:35])[C:20]([NH:22][C:23]2[CH:24]=[C:25]([CH:29]=[CH:30][C:31]=2[O:32]C)[C:26]([OH:28])=[O:27])=[O:21])=[O:17])[CH2:12][C:11](=[O:36])[NH:10][CH2:9]1.OC1C=C[C:44]([C:45]([O:47][C:48]([CH3:51])([CH3:50])[CH3:49])=[O:46])=CC=1[N+]([O-])=O.ClCOC.C(N(CC)C(C)C)(C)C. (4) Given the product [NH2:46][C:44]([C:41]1[S:40][C:39]([N:24]2[CH2:25][CH2:26][CH:27]([NH:30][C:31](=[O:37])[O:32][C:33]([CH3:34])([CH3:36])[CH3:35])[CH2:28][CH2:29]2)=[N:43][CH:42]=1)=[O:45], predict the reactants needed to synthesize it. The reactants are: [N+](C1C(N2CCC(NC(=O)OC(C)(C)C)CC2)=NC=CC=1)([O-])=O.[NH:24]1[CH2:29][CH2:28][CH:27]([NH:30][C:31](=[O:37])[O:32][C:33]([CH3:36])([CH3:35])[CH3:34])[CH2:26][CH2:25]1.Br[C:39]1[S:40][C:41]([C:44]([NH2:46])=[O:45])=[CH:42][N:43]=1. (5) The reactants are: Br[C:2]1[N:3]=[C:4]2[CH:10]=[CH:9][NH:8][C:5]2=[N:6][CH:7]=1.[CH:11]([S:14]([C:17]1[CH:22]=[CH:21][C:20](B(O)O)=[CH:19][CH:18]=1)(=[O:16])=[O:15])([CH3:13])[CH3:12].O1CCOCC1.C([O-])([O-])=O.[Na+].[Na+]. Given the product [CH:11]([S:14]([C:17]1[CH:22]=[CH:21][C:20]([C:2]2[N:3]=[C:4]3[CH:10]=[CH:9][NH:8][C:5]3=[N:6][CH:7]=2)=[CH:19][CH:18]=1)(=[O:15])=[O:16])([CH3:13])[CH3:12], predict the reactants needed to synthesize it. (6) Given the product [Cl:1][C:2]1[N:11]=[CH:10][C:9]2[C:4](=[CH:5][C:6]([C:13]([O:15][CH3:16])=[O:14])=[CH:7][CH:8]=2)[N:3]=1, predict the reactants needed to synthesize it. The reactants are: [Cl:1][C:2]1[N:11]=[C:10](Cl)[C:9]2[C:4](=[CH:5][C:6]([C:13]([O:15][CH3:16])=[O:14])=[CH:7][CH:8]=2)[N:3]=1.CCN(C(C)C)C(C)C.O. (7) The reactants are: [CH2:1]([C:5]1[N:6]=[C:7]([CH3:27])[NH:8][C:9](=[O:26])[C:10]=1[CH2:11][C:12]1[CH:17]=[CH:16][C:15]([C:18]2[C:19]([C:24]#[N:25])=[CH:20][CH:21]=[CH:22][CH:23]=2)=[CH:14][CH:13]=1)[CH2:2][CH2:3][CH3:4].C(=O)([O-])[O-].[K+].[K+].Br.Br[CH2:36][C:37]1[CH:42]=[CH:41][CH:40]=[CH:39][N:38]=1.CN(C)C=O. Given the product [CH2:1]([C:5]1[N:6]=[C:7]([CH3:27])[N:8]([CH2:36][C:37]2[CH:42]=[CH:41][CH:40]=[CH:39][N:38]=2)[C:9](=[O:26])[C:10]=1[CH2:11][C:12]1[CH:17]=[CH:16][C:15]([C:18]2[C:19]([C:24]#[N:25])=[CH:20][CH:21]=[CH:22][CH:23]=2)=[CH:14][CH:13]=1)[CH2:2][CH2:3][CH3:4], predict the reactants needed to synthesize it. (8) Given the product [CH3:29][C:24]1[CH:23]=[C:22]([N:19]2[C:20](=[O:21])[C:16](=[N:15][NH:14][C:10]3[C:9]([OH:31])=[C:8]([C:4]4[CH:5]=[CH:6][CH:7]=[C:2]([NH:1][C:40]([NH2:43])=[NH:39])[CH:3]=4)[CH:13]=[CH:12][CH:11]=3)[C:17]([CH3:30])=[N:18]2)[CH:27]=[CH:26][C:25]=1[CH3:28], predict the reactants needed to synthesize it. The reactants are: [NH2:1][C:2]1[CH:3]=[C:4]([C:8]2[CH:13]=[CH:12][CH:11]=[C:10]([NH:14][N:15]=[C:16]3[C:20](=[O:21])[N:19]([C:22]4[CH:27]=[CH:26][C:25]([CH3:28])=[C:24]([CH3:29])[CH:23]=4)[N:18]=[C:17]3[CH3:30])[C:9]=2[OH:31])[CH:5]=[CH:6][CH:7]=1.C([NH:39][C:40](=[N:43]C(OC(C)(C)C)=O)SC)(OC(C)(C)C)=O.FC(F)(F)C(O)=O. (9) Given the product [CH3:1][C:2]1[CH:3]=[CH:4][C:5]([S:8]([N:11]2[C@H:20]([CH2:21][CH:22]([C:30]([N:32]3[CH2:33][CH2:34][O:35][CH2:36][CH2:37]3)=[O:31])[C:23]([OH:25])=[O:24])[CH2:19][C:18]3[C:13](=[CH:14][CH:15]=[CH:16][CH:17]=3)[CH2:12]2)(=[O:10])=[O:9])=[CH:6][CH:7]=1, predict the reactants needed to synthesize it. The reactants are: [CH3:1][C:2]1[CH:7]=[CH:6][C:5]([S:8]([N:11]2[C@H:20]([CH2:21][CH:22]([C:30]([N:32]3[CH2:37][CH2:36][O:35][CH2:34][CH2:33]3)=[O:31])[C:23]([O:25]C(C)(C)C)=[O:24])[CH2:19][C:18]3[C:13](=[CH:14][CH:15]=[CH:16][CH:17]=3)[CH2:12]2)(=[O:10])=[O:9])=[CH:4][CH:3]=1.Cl. (10) The reactants are: I.[Cl:2][C:3]1[C:4]2[C:5]3[C:6](=[C:20]([CH3:23])[O:21][N:22]=3)[C:7](=[O:19])[N:8]([CH:13]3[CH2:18][CH2:17][CH2:16][NH:15][CH2:14]3)[C:9]=2[CH:10]=[CH:11][CH:12]=1.[CH2:24]([O:26][C:27](=[O:30])[CH2:28]Br)[CH3:25].C(=O)([O-])[O-].[K+].[K+]. Given the product [CH2:24]([O:26][C:27](=[O:30])[CH2:28][N:15]1[CH2:16][CH2:17][CH2:18][CH:13]([N:8]2[C:9]3[CH:10]=[CH:11][CH:12]=[C:3]([Cl:2])[C:4]=3[C:5]3=[N:22][O:21][C:20]([CH3:23])=[C:6]3[C:7]2=[O:19])[CH2:14]1)[CH3:25], predict the reactants needed to synthesize it.